From a dataset of Full USPTO retrosynthesis dataset with 1.9M reactions from patents (1976-2016). Predict the reactants needed to synthesize the given product. Given the product [CH3:1][C:2]1[C:7]2[C:8]([NH2:13])=[N:9][C:10]([NH2:12])=[N:11][C:6]=2[CH:5]=[CH:4][C:3]=1[CH2:14][NH:15][C:16]1[CH:21]=[C:20]([O:22][CH3:23])[C:19]([O:24][CH3:25])=[C:18]([O:26][CH3:27])[CH:17]=1.[CH3:8][N:9]([CH:28]=[O:30])[CH3:10], predict the reactants needed to synthesize it. The reactants are: [CH3:1][C:2]1[C:7]2[C:8]([NH2:13])=[N:9][C:10]([NH2:12])=[N:11][C:6]=2[CH:5]=[CH:4][C:3]=1[CH2:14][NH:15][C:16]1[CH:21]=[C:20]([O:22][CH3:23])[C:19]([O:24][CH3:25])=[C:18]([O:26][CH3:27])[CH:17]=1.[CH2:28]([OH:30])C.